Dataset: Peptide-MHC class I binding affinity with 185,985 pairs from IEDB/IMGT. Task: Regression. Given a peptide amino acid sequence and an MHC pseudo amino acid sequence, predict their binding affinity value. This is MHC class I binding data. (1) The peptide sequence is PATLLVWHTW. The MHC is HLA-A32:01 with pseudo-sequence HLA-A32:01. The binding affinity (normalized) is 0.241. (2) The peptide sequence is VLTLLLLLV. The MHC is HLA-B44:03 with pseudo-sequence HLA-B44:03. The binding affinity (normalized) is 0.250.